Dataset: Forward reaction prediction with 1.9M reactions from USPTO patents (1976-2016). Task: Predict the product of the given reaction. Given the reactants [CH3:1][C:2]1[C:11]2[CH:10]=[N:9][C:8]([S:12][CH3:13])=[N:7][C:6]=2[N:5]([C:14]2[CH:15]=[C:16]([NH:20][C:21](=[O:27])[O:22][C:23]([CH3:26])([CH3:25])[CH3:24])[CH:17]=[CH:18][CH:19]=2)[C:4](=[O:28])[CH:3]=1.C1C=C(Cl)C=C(C(OO)=[O:37])C=1.[OH-:40].[Na+], predict the reaction product. The product is: [CH3:1][C:2]1[C:11]2[CH:10]=[N:9][C:8]([S:12]([CH3:13])(=[O:37])=[O:40])=[N:7][C:6]=2[N:5]([C:14]2[CH:15]=[C:16]([NH:20][C:21](=[O:27])[O:22][C:23]([CH3:24])([CH3:26])[CH3:25])[CH:17]=[CH:18][CH:19]=2)[C:4](=[O:28])[CH:3]=1.